The task is: Predict the product of the given reaction.. This data is from Forward reaction prediction with 1.9M reactions from USPTO patents (1976-2016). (1) Given the reactants Br[C:2]1[CH:12]=[C:11]([Cl:13])[C:5]2[N:6]([CH3:10])[C:7](=[O:9])[O:8][C:4]=2[CH:3]=1.[Cl-].[Li+].[CH3:16][Sn:17]([CH3:23])([CH3:22])[Sn:17]([CH3:23])([CH3:22])[CH3:16], predict the reaction product. The product is: [Cl:13][C:11]1[C:5]2[N:6]([CH3:10])[C:7](=[O:9])[O:8][C:4]=2[CH:3]=[C:2]([Sn:17]([CH3:23])([CH3:22])[CH3:16])[CH:12]=1. (2) Given the reactants CO[C:3]1[CH2:4][CH2:5][CH2:6][CH2:7][CH2:8][N:9]=1.[NH2:10][C:11]1[C:12]([C:18](O)=[O:19])=[N:13][CH:14]=[C:15]([Br:17])[CH:16]=1, predict the reaction product. The product is: [Br:17][C:15]1[CH:14]=[N:13][C:12]2[C:18](=[O:19])[N:9]3[CH2:8][CH2:7][CH2:6][CH2:5][CH2:4][C:3]3=[N:10][C:11]=2[CH:16]=1. (3) Given the reactants [C:1]1([C:7]2[C:11]([C:12]([F:15])([F:14])[F:13])=[C:10]([C:16]3[O:20][N:19]=[C:18]4[C:21]5[C:26]([CH2:27][CH2:28][C:17]=34)=[CH:25][C:24]([CH:29]=C)=[CH:23][CH:22]=5)[S:9][N:8]=2)[CH:6]=[CH:5][CH:4]=[CH:3][CH:2]=1.C[N+]1([O-])CCOCC1.I([O-])(=O)(=O)=O.[Na+].[NH:45]1[CH2:48][CH:47]([C:49]([OH:51])=[O:50])[CH2:46]1.C(O)(=O)C.C([BH3-])#N.[Na+], predict the reaction product. The product is: [C:1]1([C:7]2[C:11]([C:12]([F:13])([F:14])[F:15])=[C:10]([C:16]3[O:20][N:19]=[C:18]4[C:21]5[C:26]([CH2:27][CH2:28][C:17]=34)=[CH:25][C:24]([CH2:29][N:45]3[CH2:48][CH:47]([C:49]([OH:51])=[O:50])[CH2:46]3)=[CH:23][CH:22]=5)[S:9][N:8]=2)[CH:2]=[CH:3][CH:4]=[CH:5][CH:6]=1. (4) Given the reactants [CH2:1]([CH2:13][NH2:14])[CH2:2][C:3]([P:9]([O-:12])([OH:11])=[O:10])([P:5]([OH:8])([OH:7])=[O:6])[OH:4].O.O.O.[Na+:18], predict the reaction product. The product is: [CH2:1]([CH2:13][NH2:14])[CH2:2][C:3]([P:5]([O-:7])([OH:8])=[O:6])([P:9]([OH:12])([OH:11])=[O:10])[OH:4].[Na+:18]. (5) Given the reactants [Cl-].[Ca+2].[Cl-].[O:4]1[CH:6]([CH2:7][CH2:8][CH2:9][CH2:10][CH2:11][CH2:12][CH2:13][CH2:14][CH2:15][CH2:16][CH2:17][CH2:18][CH2:19][CH2:20][CH2:21][CH3:22])[CH2:5]1.S(=O)(=O)(O)O.[CH2:28]([OH:32])[CH:29]([OH:31])[CH3:30].O1C(CCCCCCCCCC)C1.C(=O)([O-])O.[Na+], predict the reaction product. The product is: [OH:4][CH2:5][CH2:6][CH2:7][CH2:8][CH2:9][CH2:10][CH2:11][CH2:12][CH2:13][CH2:14][CH2:15][CH2:16][CH2:17][CH2:18][CH2:19][CH2:20][CH2:21][CH2:22][O:31][CH2:29][CH2:28][OH:32].[CH2:28]([OH:32])[CH:29]([OH:31])[CH3:30].